This data is from Forward reaction prediction with 1.9M reactions from USPTO patents (1976-2016). The task is: Predict the product of the given reaction. (1) The product is: [F:49][C:41]1[CH:42]=[CH:43][C:44]([CH2:57][C@H:56]([NH:58][C:18](=[O:19])[O:17][C:13]([CH3:14])([CH3:15])[CH3:16])[C:67](=[O:68])[NH:66][C:65]2[S:8][C:7]([C:4]3[CH:3]=[CH:2][N:1]=[CH:6][CH:5]=3)=[N:11][CH:10]=2)=[CH:45][CH:46]=1. Given the reactants [N:1]1[CH:6]=[CH:5][C:4]([C:7]2[S:8]C(N)=[CH:10][N:11]=2)=[CH:3][CH:2]=1.[C:13]([O:17][C:18]([C@@H](CC1C=CC(F)=CC=1)C(O)=O)=[O:19])([CH3:16])([CH3:15])[CH3:14].CN(C(ON1N=N[C:42]2[CH:43]=[CH:44][CH:45]=[CH:46][C:41]1=2)=[N+](C)C)C.[F:49][P-](F)(F)(F)(F)F.[CH2:56]([N:58](C(C)C)C(C)C)[CH3:57].[CH3:65][N:66](C)[CH:67]=[O:68], predict the reaction product. (2) Given the reactants [Cl:1][C:2]1[CH:3]=[CH:4][C:5]([I:9])=[C:6]([OH:8])[CH:7]=1.ClCCl.C1(C)C=CC(S([O-])(=O)=O)=CC=1.[NH+]1C=CC=CC=1.[O:30]1[CH:35]=[CH:34][CH2:33][CH2:32][CH2:31]1, predict the reaction product. The product is: [Cl:1][C:2]1[CH:3]=[CH:4][C:5]([I:9])=[C:6]([CH:7]=1)[O:8][CH:31]1[CH2:32][CH2:33][CH2:34][CH2:35][O:30]1. (3) The product is: [Cl:1][C:2]1[CH:7]=[CH:6][C:5]([CH:8]2[CH2:14][CH2:13][CH2:12][CH2:11][N:10]([C:15]([C:17]3[CH:18]=[C:19]([N:23]([CH3:26])[CH3:24])[N:20]=[N:21][CH:22]=3)=[O:16])[CH2:9]2)=[CH:4][CH:3]=1. Given the reactants [Cl:1][C:2]1[CH:7]=[CH:6][C:5]([CH:8]2[CH2:14][CH2:13][CH2:12][CH2:11][N:10]([C:15]([C:17]3[CH:18]=[C:19]([NH:23][CH3:24])[N:20]=[N:21][CH:22]=3)=[O:16])[CH2:9]2)=[CH:4][CH:3]=1.Cl[C:26]1C=CC(C2CCCCN(C(C3C=C(Cl)N=NC=3)=O)C2)=CC=1.CNC, predict the reaction product. (4) Given the reactants [C:1]([O:5][CH:6]([C:12]1[C:21]([CH3:22])=[CH:20][C:19]2[C:14](=[CH:15][CH:16]=[CH:17][CH:18]=2)[C:13]=1[OH:23])[C:7]([O:9][CH2:10][CH3:11])=[O:8])([CH3:4])([CH3:3])[CH3:2].C1(N([S:31]([C:34]([F:37])([F:36])[F:35])(=[O:33])=[O:32])[S:31]([C:34]([F:37])([F:36])[F:35])(=[O:33])=[O:32])C=CC=CC=1.C([O-])([O-])=O.[Cs+].[Cs+].OS([O-])(=O)=O.[Na+], predict the reaction product. The product is: [C:1]([O:5][CH:6]([C:12]1[C:21]([CH3:22])=[CH:20][C:19]2[C:14](=[CH:15][CH:16]=[CH:17][CH:18]=2)[C:13]=1[O:23][S:31]([C:34]([F:37])([F:36])[F:35])(=[O:33])=[O:32])[C:7]([O:9][CH2:10][CH3:11])=[O:8])([CH3:4])([CH3:2])[CH3:3].